Task: Predict the product of the given reaction.. Dataset: Forward reaction prediction with 1.9M reactions from USPTO patents (1976-2016) (1) Given the reactants [C:1]1([P:7](=[O:10])([OH:9])[OH:8])[CH:6]=[CH:5][CH:4]=[CH:3][CH:2]=1.[N+:11]([O-])([OH:13])=[O:12], predict the reaction product. The product is: [N+:11]([C:3]1[CH:2]=[C:1]([P:7](=[O:9])([OH:8])[OH:10])[CH:6]=[CH:5][CH:4]=1)([O-:13])=[O:12]. (2) Given the reactants [CH2:1]([N:5]1[C:13]2[N:12]=[C:11]([Cl:14])[N:10](CC=C)[C:9]=2[C:8](=[O:18])[NH:7][C:6]1=[O:19])[CH2:2][CH2:3][CH3:4].C([O-])([O-])=O.[Cs+].[Cs+].Br[CH2:27][CH2:28][CH2:29][CH2:30][C:31]([O:33][CH2:34][CH3:35])=[O:32].N1CCOCC1.Cl, predict the reaction product. The product is: [CH2:1]([N:5]1[C:13]2[N:12]=[C:11]([Cl:14])[NH:10][C:9]=2[C:8](=[O:18])[N:7]([CH2:27][CH2:28][CH2:29][CH2:30][C:31]([O:33][CH2:34][CH3:35])=[O:32])[C:6]1=[O:19])[CH2:2][CH2:3][CH3:4]. (3) Given the reactants [CH3:1][O:2][C:3]([C:5]1[C:6]2[CH:7]=[CH:8][NH:9][C:10]=2[CH:11]=[C:12]([Br:14])[CH:13]=1)=[O:4].C([O-])([O-])=O.[K+].[K+].[F:21][C:22]1[CH:27]=[CH:26][C:25](I)=[CH:24][CH:23]=1.CN[C@@H]1CCCC[C@H]1NC, predict the reaction product. The product is: [CH3:1][O:2][C:3]([C:5]1[C:6]2[CH:7]=[CH:8][N:9]([C:25]3[CH:26]=[CH:27][C:22]([F:21])=[CH:23][CH:24]=3)[C:10]=2[CH:11]=[C:12]([Br:14])[CH:13]=1)=[O:4]. (4) Given the reactants [C:1]([NH:4][C:5]1S[C:8]2[CH2:10][CH:11]([C:14]([CH3:17])([CH3:16])[CH3:15])[CH2:12][CH2:13][C:7]=2[C:6]=1[C:18]([O:20][CH3:21])=[O:19])(=[O:3])[CH3:2], predict the reaction product. The product is: [CH3:21][O:20][C:18](=[O:19])[CH:6]([CH:7]1[CH2:13][CH2:12][CH:11]([C:14]([CH3:17])([CH3:16])[CH3:15])[CH2:10][CH2:8]1)[CH2:5][NH:4][C:1](=[O:3])[CH3:2]. (5) Given the reactants [Cl:1][C:2]1[CH:3]=[C:4]([N:37]2[CH2:42][CH2:41][N:40](C(OC(C)(C)C)=O)[CH2:39][CH2:38]2)[CH:5]=[CH:6][C:7]=1[NH:8][C:9]1[N:14]=[C:13]([CH2:15][C:16]2[C:21]([Cl:22])=[CH:20][CH:19]=[CH:18][C:17]=2[Cl:23])[C:12]2[N:24]=[CH:25][N:26](COCC[Si](C)(C)C)[C:11]=2[C:10]=1[C:35]#[N:36].O.C(=O)([O-])[O-:52].[Na+].[Na+], predict the reaction product. The product is: [Cl:1][C:2]1[CH:3]=[C:4]([N:37]2[CH2:38][CH2:39][NH:40][CH2:41][CH2:42]2)[CH:5]=[CH:6][C:7]=1[NH:8][C:9]1[N:14]=[C:13]([CH2:15][C:16]2[C:17]([Cl:23])=[CH:18][CH:19]=[CH:20][C:21]=2[Cl:22])[C:12]2[N:24]=[CH:25][NH:26][C:11]=2[C:10]=1[C:35]([NH2:36])=[O:52].